Dataset: NCI-60 drug combinations with 297,098 pairs across 59 cell lines. Task: Regression. Given two drug SMILES strings and cell line genomic features, predict the synergy score measuring deviation from expected non-interaction effect. Drug 2: C1=CC(=CC=C1CCCC(=O)O)N(CCCl)CCCl. Cell line: SK-MEL-5. Drug 1: C1CCN(CC1)CCOC2=CC=C(C=C2)C(=O)C3=C(SC4=C3C=CC(=C4)O)C5=CC=C(C=C5)O. Synergy scores: CSS=6.37, Synergy_ZIP=0.0705, Synergy_Bliss=4.47, Synergy_Loewe=-4.80, Synergy_HSA=-4.37.